Dataset: Full USPTO retrosynthesis dataset with 1.9M reactions from patents (1976-2016). Task: Predict the reactants needed to synthesize the given product. (1) Given the product [C:25]([O:24][C:22]([NH:21][CH2:20][CH2:19][CH2:18][O:17][C:13]1[CH:14]=[C:15]([CH3:16])[C:7]2[CH:6]([CH2:5][C:4]([OH:29])=[O:3])[O:10][B:9]([OH:11])[C:8]=2[CH:12]=1)=[O:23])([CH3:27])([CH3:28])[CH3:26], predict the reactants needed to synthesize it. The reactants are: C([O:3][C:4](=[O:29])[CH2:5][CH:6]1[O:10][B:9]([OH:11])[C:8]2[CH:12]=[C:13]([O:17][CH2:18][CH2:19][CH2:20][NH:21][C:22]([O:24][C:25]([CH3:28])([CH3:27])[CH3:26])=[O:23])[CH:14]=[C:15]([CH3:16])[C:7]1=2)C.[Li+].[OH-].Cl. (2) The reactants are: [CH3:1][O:2][C:3]1[CH:8]=[CH:7][C:6]([NH:9][C:10]2[C:11](=O)[N:12]([CH2:22][C:23]([F:26])([F:25])[F:24])[C:13](=[O:21])[C:14]=2[C:15]2[CH:20]=[CH:19][CH:18]=[CH:17][CH:16]=2)=[CH:5][CH:4]=1.COC1C=CC(P2(SP(C3C=CC(OC)=CC=3)(=S)S2)=[S:37])=CC=1. Given the product [CH3:1][O:2][C:3]1[CH:8]=[CH:7][C:6]([NH:9][C:10]2[C:11](=[S:37])[N:12]([CH2:22][C:23]([F:26])([F:25])[F:24])[C:13](=[O:21])[C:14]=2[C:15]2[CH:20]=[CH:19][CH:18]=[CH:17][CH:16]=2)=[CH:5][CH:4]=1, predict the reactants needed to synthesize it. (3) Given the product [CH2:1]([O:3][C:4](=[O:5])[CH2:6][N:7]1[CH:8]=[C:9]([C:14](=[O:15])[NH:38][C:35]2[CH:36]=[N:37][C:32]([N:25]3[C:26]([C:28]([F:30])([F:31])[F:29])=[CH:27][C:23]([C:19]4[CH:18]=[N:17][CH:22]=[CH:21][CH:20]=4)=[N:24]3)=[CH:33][CH:34]=2)[CH:10]=[CH:11][C:12]1=[O:13])[CH3:2], predict the reactants needed to synthesize it. The reactants are: [CH2:1]([O:3][C:4]([CH2:6][N:7]1[C:12](=[O:13])[CH:11]=[CH:10][C:9]([C:14](Cl)=[O:15])=[CH:8]1)=[O:5])[CH3:2].[N:17]1[CH:22]=[CH:21][CH:20]=[C:19]([C:23]2[CH:27]=[C:26]([C:28]([F:31])([F:30])[F:29])[N:25]([C:32]3[N:37]=[CH:36][C:35]([NH2:38])=[CH:34][CH:33]=3)[N:24]=2)[CH:18]=1. (4) Given the product [Cl:14][C:11]1[CH:12]=[CH:13][C:8]([C:5]2[N:4]([CH3:15])[C:3]([C:16](=[O:19])[CH2:17][CH3:18])=[C:2]([C:30]3[CH:31]=[CH:32][C:27]([S:24]([NH2:23])(=[O:26])=[O:25])=[CH:28][CH:29]=3)[C:6]=2[CH3:7])=[CH:9][CH:10]=1, predict the reactants needed to synthesize it. The reactants are: Br[C:2]1[C:6]([CH3:7])=[C:5]([C:8]2[CH:13]=[CH:12][C:11]([Cl:14])=[CH:10][CH:9]=2)[N:4]([CH3:15])[C:3]=1[C:16](=[O:19])[CH2:17][CH3:18].C(O)C.[NH2:23][S:24]([C:27]1[CH:32]=[CH:31][C:30](B(O)O)=[CH:29][CH:28]=1)(=[O:26])=[O:25].C(=O)([O-])[O-].[K+].[K+].